This data is from Reaction yield outcomes from USPTO patents with 853,638 reactions. The task is: Predict the reaction yield, written as a fraction of the theoretical maximum amount of product (1.0 means a 100% yield; for example, 0.34 means a 34% yield). (1) The reactants are [CH:1]1([CH2:6][CH:7]([C:19]2[NH:27][C:22]3=[N:23][CH:24]=[CH:25][CH:26]=[C:21]3[CH:20]=2)[C:8]2[CH:13]=[CH:12][C:11]([S:14]([CH:17]=[CH2:18])(=[O:16])=[O:15])=[CH:10][CH:9]=2)[CH2:5][CH2:4][CH2:3][CH2:2]1.[NH:28]1[CH2:33][CH2:32][O:31][CH2:30][CH2:29]1. No catalyst specified. The product is [CH:1]1([CH2:6][CH:7]([C:19]2[NH:27][C:22]3=[N:23][CH:24]=[CH:25][CH:26]=[C:21]3[CH:20]=2)[C:8]2[CH:13]=[CH:12][C:11]([S:14]([CH2:17][CH2:18][N:28]3[CH2:33][CH2:32][O:31][CH2:30][CH2:29]3)(=[O:16])=[O:15])=[CH:10][CH:9]=2)[CH2:5][CH2:4][CH2:3][CH2:2]1. The yield is 0.0600. (2) The reactants are [OH-].[Li+].[C:3]([C:5]1[N:6]=[CH:7][C:8]([NH:11][C:12]2[CH:21]=[C:20]([NH:22][CH2:23][CH:24]3[CH2:29][CH2:28][NH:27][CH2:26][CH2:25]3)[C:15]([C:16](OC)=[O:17])=[CH:14][N:13]=2)=[N:9][CH:10]=1)#[N:4].Cl.C(N(CC)CC)C.[NH2:38][C:39]1[CH:44]=[CH:43][CH:42]=[CH:41][CH:40]=1.CN([C:48]([O:52]N1N=NC2C=CC=CC1=2)=[N+](C)C)C.[B-](F)(F)(F)F.[C:67]([OH:71])([CH3:70])([CH3:69])[CH3:68]. The catalyst is O.CN(C=O)C. The product is [C:3]([C:5]1[N:6]=[CH:7][C:8]([NH:11][C:12]2[CH:21]=[C:20]([NH:22][CH2:23][CH:24]3[CH2:25][CH2:26][N:27]([C:48]([O:71][C:67]([CH3:70])([CH3:69])[CH3:68])=[O:52])[CH2:28][CH2:29]3)[C:15]([C:16](=[O:17])[NH:38][C:39]3[CH:44]=[CH:43][CH:42]=[CH:41][CH:40]=3)=[CH:14][N:13]=2)=[N:9][CH:10]=1)#[N:4]. The yield is 0.420. (3) The reactants are [Cl:1][C:2]1[C:3]([O:13][CH2:14][C:15]2[CH:20]=[CH:19][C:18]([O:21][CH3:22])=[CH:17][CH:16]=2)=[CH:4][C:5]([OH:12])=[C:6]([CH:11]=1)[C:7]([O:9][CH3:10])=[O:8].[N+](C1C=C(S(O[CH2:36][C@@H:37]2[CH2:39][O:38]2)(=O)=O)C=CC=1)([O-])=O.C(=O)([O-])[O-].[Cs+].[Cs+]. The catalyst is CN(C)C=O. The product is [Cl:1][C:2]1[C:3]([O:13][CH2:14][C:15]2[CH:16]=[CH:17][C:18]([O:21][CH3:22])=[CH:19][CH:20]=2)=[CH:4][C:5]([O:12][CH2:36][C@@H:37]2[CH2:39][O:38]2)=[C:6]([CH:11]=1)[C:7]([O:9][CH3:10])=[O:8]. The yield is 0.740. (4) The reactants are Br[C:2]1[CH:9]=[CH:8][C:5]([CH2:6][OH:7])=[CH:4][C:3]=1[CH3:10].[C:11]([C:13]1[CH:18]=[CH:17][CH:16]=[CH:15][C:14]=1OB(O)O)#[N:12].ClCCl.C(=O)([O-])[O-].[Na+].[Na+]. The catalyst is [Br-].C([N+](CCCC)(CCCC)CCCC)CCC.C1C=CC(P(C2C=CC=CC=2)[C-]2C=CC=C2)=CC=1.C1C=CC(P(C2C=CC=CC=2)[C-]2C=CC=C2)=CC=1.Cl[Pd]Cl.[Fe+2].C1(C)C=CC=CC=1. The product is [OH:7][CH2:6][C:5]1[CH:8]=[CH:9][C:2]([C:14]2[C:13]([C:11]#[N:12])=[CH:18][CH:17]=[CH:16][CH:15]=2)=[C:3]([CH3:10])[CH:4]=1. The yield is 0.240. (5) The yield is 0.260. The reactants are Br[C:2]1[CH:3]=[CH:4][C:5]2[O:14][C:13]3[CH2:12][CH2:11][N:10]([C:15]([O:17][C:18]([CH3:21])([CH3:20])[CH3:19])=[O:16])[CH2:9][C:8]=3[C:6]=2[CH:7]=1.[C:22]1([S:32]([O-:34])=[O:33])[C:31]2[C:26](=[CH:27][CH:28]=[CH:29][CH:30]=2)[CH:25]=[CH:24][CH:23]=1.[Na+]. The product is [C:22]1([S:32]([C:2]2[CH:3]=[CH:4][C:5]3[O:14][C:13]4[CH2:12][CH2:11][N:10]([C:15]([O:17][C:18]([CH3:21])([CH3:20])[CH3:19])=[O:16])[CH2:9][C:8]=4[C:6]=3[CH:7]=2)(=[O:34])=[O:33])[C:31]2[C:26](=[CH:27][CH:28]=[CH:29][CH:30]=2)[CH:25]=[CH:24][CH:23]=1. No catalyst specified. (6) The reactants are O[C:2]1[CH:3]=[N:4][C:5]2[C:10]([N:11]=1)=[CH:9][C:8]([C:12]([C:14]1[CH:19]=[CH:18][C:17]([NH:20][C:21](=[O:26])[C:22]([CH3:25])([CH3:24])[CH3:23])=[CH:16][CH:15]=1)=[O:13])=[CH:7][CH:6]=2.O=S(Cl)[Cl:29]. No catalyst specified. The product is [Cl:29][C:2]1[CH:3]=[N:4][C:5]2[C:10]([N:11]=1)=[CH:9][C:8]([C:12]([C:14]1[CH:19]=[CH:18][C:17]([NH:20][C:21](=[O:26])[C:22]([CH3:25])([CH3:24])[CH3:23])=[CH:16][CH:15]=1)=[O:13])=[CH:7][CH:6]=2. The yield is 0.145. (7) The reactants are [F:1][C:2]1[CH:3]=[CH:4][C:5]([OH:28])=[C:6]([C:8]2[CH:13]=[CH:12][CH:11]=[C:10]([S:14]([NH:17][C:18]3[CH:26]=[CH:25][C:21]([C:22]([OH:24])=[O:23])=[C:20]([OH:27])[CH:19]=3)(=[O:16])=[O:15])[CH:9]=2)[CH:7]=1.[CH2:29](O)[CH2:30][OH:31]. No catalyst specified. The product is [F:1][C:2]1[CH:3]=[CH:4][C:5]([OH:28])=[C:6]([C:8]2[CH:13]=[CH:12][CH:11]=[C:10]([S:14]([NH:17][C:18]3[CH:26]=[CH:25][C:21]([C:22]([O:24][CH2:29][CH2:30][OH:31])=[O:23])=[C:20]([OH:27])[CH:19]=3)(=[O:15])=[O:16])[CH:9]=2)[CH:7]=1. The yield is 1.00. (8) The reactants are [NH2:1][C@@H:2]([CH2:33][C:34]1[CH:39]=[CH:38][CH:37]=[CH:36][CH:35]=1)[C@@H:3]([OH:32])[CH2:4][C@@H:5]([NH:19][C:20]([C@@H:22]([NH:27][C:28](=[O:31])[O:29][CH3:30])[C:23]([CH3:26])([CH3:25])[CH3:24])=[O:21])[CH2:6][C:7]1[CH:12]=[CH:11][C:10]([C:13]2[CH:18]=[CH:17][CH:16]=[CH:15][N:14]=2)=[CH:9][CH:8]=1.[OH:40][C@@H:41]([C:45]([CH3:48])([CH3:47])[CH3:46])[C:42](O)=[O:43].CCOP(ON1N=NC2C=CC=CC=2C1=O)(OCC)=O.C(N(CC)C(C)C)(C)C. The catalyst is O1CCCC1. The product is [OH:32][C@H:3]([C@@H:2]([NH:1][C:42](=[O:43])[C@@H:41]([OH:40])[C:45]([CH3:48])([CH3:47])[CH3:46])[CH2:33][C:34]1[CH:35]=[CH:36][CH:37]=[CH:38][CH:39]=1)[CH2:4][C@@H:5]([NH:19][C:20]([C@@H:22]([NH:27][C:28](=[O:31])[O:29][CH3:30])[C:23]([CH3:26])([CH3:25])[CH3:24])=[O:21])[CH2:6][C:7]1[CH:12]=[CH:11][C:10]([C:13]2[CH:18]=[CH:17][CH:16]=[CH:15][N:14]=2)=[CH:9][CH:8]=1. The yield is 0.210.